The task is: Predict the reaction yield, written as a fraction of the theoretical maximum amount of product (1.0 means a 100% yield; for example, 0.34 means a 34% yield).. This data is from Reaction yield outcomes from USPTO patents with 853,638 reactions. (1) The reactants are [F:1][C:2]1[CH:3]=[CH:4][C:5]2[NH:10]C(=O)[O:8][C:7](=O)[C:6]=2[CH:13]=1.[CH3:14][NH2:15]. The catalyst is O1CCCC1. The product is [NH2:10][C:5]1[CH:4]=[CH:3][C:2]([F:1])=[CH:13][C:6]=1[C:7]([NH:15][CH3:14])=[O:8]. The yield is 0.650. (2) The reactants are [Br:1][C:2]1[CH:7]=[CH:6][C:5]([C:8]([NH:10][NH:11]C(OC(C)(C)C)=O)=[O:9])=[CH:4][C:3]=1[F:19].[ClH:20]. The catalyst is O1CCOCC1. The product is [ClH:20].[Br:1][C:2]1[CH:7]=[CH:6][C:5]([C:8]([NH:10][NH2:11])=[O:9])=[CH:4][C:3]=1[F:19]. The yield is 0.990. (3) The reactants are [CH3:1][C:2]1[CH:7]=[CH:6][N:5]=[C:4]([NH2:8])[N:3]=1.[Br:9]N1C(=O)CCC1=O. The catalyst is C(Cl)(Cl)Cl.C(Cl)Cl. The product is [Br:9][C:7]1[C:2]([CH3:1])=[N:3][C:4]([NH2:8])=[N:5][CH:6]=1. The yield is 0.860.